From a dataset of Full USPTO retrosynthesis dataset with 1.9M reactions from patents (1976-2016). Predict the reactants needed to synthesize the given product. (1) The reactants are: [F:1][C:2]1[CH:3]=[C:4]2[C:8](=[CH:9][CH:10]=1)[NH:7][C:6](=[O:11])[CH2:5]2.CN(C)[CH2:14][CH2:15]N(C)C.[Li]CCCC.BrCCBr. Given the product [F:1][C:2]1[CH:3]=[C:4]2[C:8](=[CH:9][CH:10]=1)[NH:7][C:6](=[O:11])[C:5]12[CH2:15][CH2:14]1, predict the reactants needed to synthesize it. (2) Given the product [NH2:30][CH:10]([C:11]1[C:19]([O:20][CH3:21])=[CH:18][C:17]([CH3:22])=[C:16]2[C:12]=1[CH:13]=[CH:14][NH:15]2)[C:8]1[NH:7][C:6]2[CH:45]=[CH:46][C:3]([C:1]#[N:2])=[CH:4][C:5]=2[N:9]=1, predict the reactants needed to synthesize it. The reactants are: [C:1]([C:3]1[CH:46]=[CH:45][C:6]2[N:7](COCC[Si](C)(C)C)[C:8]([CH:10]([NH:30]S(C(C)(C)C)=O)[C:11]3[C:19]([O:20][CH3:21])=[CH:18][C:17]([CH3:22])=[C:16]4[C:12]=3[CH:13]=[CH:14][N:15]4C(OC(C)(C)C)=O)=[N:9][C:5]=2[CH:4]=1)#[N:2].C(C1C=CC2N=C(C(NS(C(C)(C)C)=O)C3C(OC)=CC(C)=C4C=3C=CN4C(OC(C)(C)C)=O)N(COCC[Si](C)(C)C)C=2C=1)#N. (3) Given the product [Br:1][C:2]1[C:3]([O:12][CH3:13])=[CH:4][C:5]([CH:11]=[O:15])=[C:6]([N+:8]([O-:10])=[O:9])[CH:7]=1, predict the reactants needed to synthesize it. The reactants are: [Br:1][C:2]1[CH:7]=[C:6]([N+:8]([O-:10])=[O:9])[C:5]([CH3:11])=[CH:4][C:3]=1[O:12][CH3:13].C[O:15]C(OC)N(C)C.I([O-])(=O)(=O)=O.[Na+].